This data is from Catalyst prediction with 721,799 reactions and 888 catalyst types from USPTO. The task is: Predict which catalyst facilitates the given reaction. Reactant: [CH3:1][C:2]1[CH:23]=[CH:22][CH:21]=[CH:20][C:3]=1[CH2:4][NH:5][C:6]([N:8]1[C:16](=[O:17])[C:15]2[C:10](=[N:11][C:12]([Cl:19])=[CH:13][C:14]=2[CH3:18])[NH:9]1)=[O:7].[CH3:24]C(C)([O-])C.[K+].IC.C(N(CC)CC)C. Product: [CH3:1][C:2]1[CH:23]=[CH:22][CH:21]=[CH:20][C:3]=1[CH2:4][NH:5][C:6]([N:8]1[C:16](=[O:17])[C:15]2[C:10](=[N:11][C:12]([Cl:19])=[CH:13][C:14]=2[CH3:18])[N:9]1[CH3:24])=[O:7]. The catalyst class is: 1.